This data is from Forward reaction prediction with 1.9M reactions from USPTO patents (1976-2016). The task is: Predict the product of the given reaction. Given the reactants [NH2:1][C:2]1[CH:7]=[CH:6][C:5]([Cl:8])=[CH:4][C:3]=1[C:9]([CH:11]1[CH2:13][CH2:12]1)=[O:10].[C:14](N1C=CN=C1)(N1C=CN=C1)=[O:15].[F:26][C:27]([F:31])([F:30])[CH2:28][NH2:29], predict the reaction product. The product is: [Cl:8][C:5]1[CH:6]=[CH:7][C:2]([NH:1][C:14]([NH:29][CH2:28][C:27]([F:31])([F:30])[F:26])=[O:15])=[C:3]([C:9]([CH:11]2[CH2:12][CH2:13]2)=[O:10])[CH:4]=1.